This data is from Retrosynthesis with 50K atom-mapped reactions and 10 reaction types from USPTO. The task is: Predict the reactants needed to synthesize the given product. Given the product CC(C)(C)OC(=O)N1CCO[C@@H](c2ccc(OCCCN3CCCC3)cc2)C1, predict the reactants needed to synthesize it. The reactants are: C1CCNC1.CC(C)(C)OC(=O)N1CCO[C@@H](c2ccc(OCCCBr)cc2)C1.